This data is from Full USPTO retrosynthesis dataset with 1.9M reactions from patents (1976-2016). The task is: Predict the reactants needed to synthesize the given product. (1) Given the product [C:33]([N:2]1[CH2:3][CH2:4][CH:5]([NH:8][C:9]([C:11]2[C:15]3[N:16]=[CH:17][N:18]=[C:19]([C:20]4[CH:25]=[C:24]([F:26])[CH:23]=[CH:22][C:21]=4[O:27][CH2:28][CH:29]4[CH2:30][CH2:31]4)[C:14]=3[NH:13][C:12]=2[CH3:32])=[O:10])[CH2:6][CH2:7]1)(=[O:35])[CH3:34], predict the reactants needed to synthesize it. The reactants are: Cl.[NH:2]1[CH2:7][CH2:6][CH:5]([NH:8][C:9]([C:11]2[C:15]3[N:16]=[CH:17][N:18]=[C:19]([C:20]4[CH:25]=[C:24]([F:26])[CH:23]=[CH:22][C:21]=4[O:27][CH2:28][CH:29]4[CH2:31][CH2:30]4)[C:14]=3[NH:13][C:12]=2[CH3:32])=[O:10])[CH2:4][CH2:3]1.[C:33](Cl)(=[O:35])[CH3:34]. (2) Given the product [CH3:1][O:2][C:3]1[CH:4]=[C:5]([CH:15]=[CH:16][C:17]=1[O:18][CH3:19])[C:6]([N:8]([CH2:36][CH2:35][CH2:34][CH:33]=[CH2:32])[C:9]1[CH:14]=[CH:13][CH:12]=[CH:11][CH:10]=1)=[O:7], predict the reactants needed to synthesize it. The reactants are: [CH3:1][O:2][C:3]1[CH:4]=[C:5]([CH:15]=[CH:16][C:17]=1[O:18][CH3:19])[C:6]([NH:8][C:9]1[CH:14]=[CH:13][CH:12]=[CH:11][CH:10]=1)=[O:7].C(=O)([O-])[O-].[Cs+].[Cs+].C1COCC1.Br[CH2:32][CH2:33][CH2:34][CH:35]=[CH2:36].